From a dataset of hERG channel blocking data for cardiac toxicity assessment. Regression/Classification. Given a drug SMILES string, predict its toxicity properties. Task type varies by dataset: regression for continuous values (e.g., LD50, hERG inhibition percentage) or binary classification for toxic/non-toxic outcomes (e.g., AMES mutagenicity, cardiotoxicity, hepatotoxicity). Dataset: herg. (1) The compound is Clc1ccccc1C(c1ccccc1)(c1ccccc1)n1ccnc1. The result is 1 (blocker). (2) The compound is CC1=C(C/C=C(\C)CCC[C@H](C)CCC[C@H](C)CCCC(C)C)C(=O)c2ccccc2C1=O. The result is 1 (blocker). (3) The drug is CC(=O)S[C@@H]1CC2=CC(=O)CC[C@]2(C)[C@H]2CC[C@@]3(C)[C@@H](CC[C@@]34CCC(=O)O4)[C@@H]21. The result is 1 (blocker). (4) The compound is Oc1ccc(CC[NH+]2CCC(Nc3nc4ccccc4n3Cc3ccc(F)cc3)CC2)cc1. The result is 1 (blocker). (5) The molecule is O=C1NCCN1CCN1CCC(c2cn(-c3ccc(F)cc3)c3ccccc23)CC1. The result is 1 (blocker). (6) The molecule is O=C1C[C@@H](c2ccc(O)cc2)Oc2cc(O)cc(O)c21. The result is 1 (blocker).